Dataset: Forward reaction prediction with 1.9M reactions from USPTO patents (1976-2016). Task: Predict the product of the given reaction. (1) Given the reactants [OH:1][C@H:2]1[CH2:7][CH2:6][CH2:5][CH2:4][C@@H:3]1[NH:8][C:9]([C:11]1[C:15]2=[N:16][CH:17]=[CH:18][C:19]([CH3:20])=[C:14]2[NH:13][CH:12]=1)=[O:10].Cl[CH2:22][C:23]1[CH:28]=[CH:27][C:26]([CH3:29])=[CH:25][CH:24]=1.C(=O)([O-])[O-].[Cs+].[Cs+], predict the reaction product. The product is: [OH:1][C@H:2]1[CH2:7][CH2:6][CH2:5][CH2:4][C@@H:3]1[NH:8][C:9]([C:11]1[C:15]2=[N:16][CH:17]=[CH:18][C:19]([CH3:20])=[C:14]2[N:13]([CH2:22][C:23]2[CH:28]=[CH:27][C:26]([CH3:29])=[CH:25][CH:24]=2)[CH:12]=1)=[O:10]. (2) Given the reactants [CH:1]([C:3]1[CH:12]=[CH:11][CH:10]=[C:9]([O:13][CH2:14][C:15]2[CH:20]=[CH:19][C:18]([C:21]([O:23][CH3:24])=[O:22])=[CH:17][CH:16]=2)[C:4]=1[C:5]([O:7][CH3:8])=[O:6])=[CH2:2].[C:25]([OH:28])(=[S:27])[CH3:26].CC(N=NC(C#N)(C)C)(C#N)C, predict the reaction product. The product is: [C:25]([S:27][CH2:2][CH2:1][C:3]1[CH:12]=[CH:11][CH:10]=[C:9]([O:13][CH2:14][C:15]2[CH:16]=[CH:17][C:18]([C:21]([O:23][CH3:24])=[O:22])=[CH:19][CH:20]=2)[C:4]=1[C:5]([O:7][CH3:8])=[O:6])(=[O:28])[CH3:26]. (3) Given the reactants [CH:1]1([CH:7]([NH:21][C:22]2[CH:30]=[CH:29][C:25]([C:26](O)=[O:27])=[CH:24][CH:23]=2)[C:8]2[CH:12]=[C:11]([C:13]3[CH2:14][CH2:15][S:16][CH2:17][CH:18]=3)[S:10][C:9]=2[CH2:19][CH3:20])[CH2:6][CH2:5][CH2:4][CH2:3][CH2:2]1.[CH3:31][NH:32][CH2:33][CH2:34][C:35]([O:37]CC)=[O:36].O.ON1C2C=CC=CC=2N=N1.Cl.C(N=C=NCCCN(C)C)C.[Cl-].[NH4+].[OH-].[Na+], predict the reaction product. The product is: [CH:1]1([CH:7]([NH:21][C:22]2[CH:30]=[CH:29][C:25]([C:26]([N:32]([CH3:31])[CH2:33][CH2:34][C:35]([OH:37])=[O:36])=[O:27])=[CH:24][CH:23]=2)[C:8]2[CH:12]=[C:11]([C:13]3[CH2:14][CH2:15][S:16][CH2:17][CH:18]=3)[S:10][C:9]=2[CH2:19][CH3:20])[CH2:6][CH2:5][CH2:4][CH2:3][CH2:2]1.